Dataset: Reaction yield outcomes from USPTO patents with 853,638 reactions. Task: Predict the reaction yield, written as a fraction of the theoretical maximum amount of product (1.0 means a 100% yield; for example, 0.34 means a 34% yield). (1) The reactants are [N:1]1([CH2:6][CH2:7][O:8][C:9]2[CH:14]=[CH:13][C:12]([NH2:15])=[CH:11][CH:10]=2)[CH2:5][CH2:4][CH2:3][CH2:2]1.O[CH:17]=[C:18]1[C:26]2[C:21](=[CH:22][CH:23]=[CH:24][CH:25]=2)[NH:20][C:19]1=[O:27]. No catalyst specified. The product is [N:1]1([CH2:6][CH2:7][O:8][C:9]2[CH:10]=[CH:11][C:12]([NH:15][CH:17]=[C:18]3[C:26]4[C:21](=[CH:22][CH:23]=[CH:24][CH:25]=4)[NH:20][C:19]3=[O:27])=[CH:13][CH:14]=2)[CH2:5][CH2:4][CH2:3][CH2:2]1. The yield is 0.640. (2) The reactants are [CH3:1][O:2][C:3]1[CH:4]=[C:5]2[C:9](=[CH:10][CH:11]=1)[C@H:8]([C@H:12]([CH2:16][CH3:17])[C:13]([OH:15])=[O:14])[CH2:7][CH2:6]2.[C:18]([O-])(O)=O.[Na+].CI.O. The catalyst is CN(C=O)C. The product is [CH3:1][O:2][C:3]1[CH:4]=[C:5]2[C:9](=[CH:10][CH:11]=1)[C@H:8]([C@H:12]([CH2:16][CH3:17])[C:13]([O:15][CH3:18])=[O:14])[CH2:7][CH2:6]2. The yield is 0.990.